Dataset: Reaction yield outcomes from USPTO patents with 853,638 reactions. Task: Predict the reaction yield, written as a fraction of the theoretical maximum amount of product (1.0 means a 100% yield; for example, 0.34 means a 34% yield). (1) The reactants are [C:12]([O:11][C:9](O[C:9]([O:11][C:12]([CH3:15])([CH3:14])[CH3:13])=[O:10])=[O:10])([CH3:15])([CH3:14])[CH3:13].[F:16][C:17]1[CH:18]=[C:19]([N:23]2[C:31]3[C:26](=[CH:27][CH:28]=[CH:29][CH:30]=3)[CH:25]=[C:24]2[CH:32]([NH2:34])[CH3:33])[CH:20]=[CH:21][CH:22]=1.C(N(CC)CC)C. The catalyst is O1CCCC1. The product is [F:16][C:17]1[CH:18]=[C:19]([N:23]2[C:31]3[C:26](=[CH:27][CH:28]=[CH:29][CH:30]=3)[CH:25]=[C:24]2[CH:32]([NH:34][C:9](=[O:10])[O:11][C:12]([CH3:13])([CH3:14])[CH3:15])[CH3:33])[CH:20]=[CH:21][CH:22]=1. The yield is 0.750. (2) The product is [CH3:22][N:23]([CH3:24])[S:15]([C:9]1[CH:8]=[C:7]2[C:12]([CH2:13][CH2:14][N:5]([C:3](=[O:4])[C:2]([F:20])([F:19])[F:1])[CH2:6]2)=[CH:11][CH:10]=1)(=[O:17])=[O:16]. The yield is 0.820. The reactants are [F:1][C:2]([F:20])([F:19])[C:3]([N:5]1[CH2:14][CH2:13][C:12]2[C:7](=[CH:8][C:9]([S:15](Cl)(=[O:17])=[O:16])=[CH:10][CH:11]=2)[CH2:6]1)=[O:4].Cl.[CH3:22][NH:23][CH3:24].C(N(CC)CC)C. The catalyst is O1CCOCC1. (3) The reactants are [C:1]([O:5][C:6]([NH:8][C@H:9]([C:22]([O:24]C)=[O:23])[CH:10]([CH3:21])[C:11]([O:13][CH2:14][C:15]1[CH:20]=[CH:19][CH:18]=[CH:17][CH:16]=1)=[O:12])=[O:7])([CH3:4])([CH3:3])[CH3:2].[OH-].[Li+]. The catalyst is C1COCC1.O. The product is [CH2:14]([O:13][C:11](=[O:12])[CH:10]([CH3:21])[C@H:9]([NH:8][C:6]([O:5][C:1]([CH3:3])([CH3:2])[CH3:4])=[O:7])[C:22]([OH:24])=[O:23])[C:15]1[CH:20]=[CH:19][CH:18]=[CH:17][CH:16]=1. The yield is 0.380. (4) The reactants are [CH3:1][NH:2][C:3]([C:5]1[C:6]2[CH:15]=[CH:14][C:13]([O:16]C)=[CH:12][C:7]=2[O:8][C:9]=1[CH2:10][CH3:11])=[O:4].B(Br)(Br)Br. No catalyst specified. The product is [CH3:1][NH:2][C:3]([C:5]1[C:6]2[CH:15]=[CH:14][C:13]([OH:16])=[CH:12][C:7]=2[O:8][C:9]=1[CH2:10][CH3:11])=[O:4]. The yield is 0.840. (5) The reactants are [Cl:1][C:2]1[CH:7]=[CH:6][C:5]([O:8][C:9]2[CH:14]=[CH:13][C:12]([CH2:15][CH2:16][O:17][C:18]3[NH:19][CH:20]=[C:21]([CH2:25][C:26]([OH:28])=O)[C:22](=[O:24])[N:23]=3)=[CH:11][CH:10]=2)=[CH:4][C:3]=1[C:29]([F:32])([F:31])[F:30].C(Cl)CCl.C1C=CC2N(O)N=NC=2C=1.[C:47]([NH:50][NH2:51])(=[O:49])[CH3:48]. The catalyst is C1COCC1. The product is [C:47]([NH:50][NH:51][C:26](=[O:28])[CH2:25][C:21]1[C:22](=[O:24])[N:23]=[C:18]([O:17][CH2:16][CH2:15][C:12]2[CH:13]=[CH:14][C:9]([O:8][C:5]3[CH:6]=[CH:7][C:2]([Cl:1])=[C:3]([C:29]([F:30])([F:32])[F:31])[CH:4]=3)=[CH:10][CH:11]=2)[NH:19][CH:20]=1)(=[O:49])[CH3:48]. The yield is 0.275. (6) The reactants are [CH2:1]([NH2:4])[C:2]#[CH:3].CCN(CC)CC.[C:12](O[C:12]([O:14][C:15]([CH3:18])([CH3:17])[CH3:16])=[O:13])([O:14][C:15]([CH3:18])([CH3:17])[CH3:16])=[O:13].Cl. The catalyst is C(Cl)Cl. The product is [CH2:1]([NH:4][C:12](=[O:13])[O:14][C:15]([CH3:18])([CH3:17])[CH3:16])[C:2]#[CH:3]. The yield is 0.720. (7) The reactants are CC(C)(C)C([N:5]1[C:13]2[C:8](=[CH:9][C:10]([NH:14][CH:15]3[CH2:20][CH2:19][CH2:18][N:17]([CH2:21][C:22]4[CH:27]=[CH:26][C:25]([S:28][CH3:29])=[CH:24][CH:23]=4)[CH2:16]3)=[CH:11][CH:12]=2)[CH:7]=[N:6]1)=O.C[O-].[Na+]. The catalyst is CO. The product is [CH3:29][S:28][C:25]1[CH:24]=[CH:23][C:22]([CH2:21][N:17]2[CH2:18][CH2:19][CH2:20][CH:15]([NH:14][C:10]3[CH:9]=[C:8]4[C:13](=[CH:12][CH:11]=3)[NH:5][N:6]=[CH:7]4)[CH2:16]2)=[CH:27][CH:26]=1. The yield is 0.890. (8) The product is [NH2:1][C:2]1[N:6]([C:7]2[CH:16]=[CH:15][C:10]3[NH:11][C:12]([CH3:14])=[N:13][C:9]=3[CH:8]=2)[N:5]=[CH:4][C:3]=1[C:17]([C:19]1[NH:20][C:21]2[C:26]([CH:27]=1)=[CH:25][CH:24]=[C:23]([CH2:28][N:29]1[CH2:34][CH2:33][O:32][CH2:31][CH2:30]1)[CH:22]=2)=[O:18]. The yield is 0.750. The reactants are [NH2:1][C:2]1[N:6]([C:7]2[CH:16]=[CH:15][C:10]3[NH:11][C:12]([CH3:14])=[N:13][C:9]=3[CH:8]=2)[N:5]=[CH:4][C:3]=1[C:17]([C:19]1[N:20](S(C2C=CC=CC=2)(=O)=O)[C:21]2[C:26]([CH:27]=1)=[CH:25][CH:24]=[C:23]([CH2:28][N:29]1[CH2:34][CH2:33][O:32][CH2:31][CH2:30]1)[CH:22]=2)=[O:18].[F-].C([N+](CCCC)(CCCC)CCCC)CCC. The catalyst is O1CCCC1. (9) The reactants are [Cl:1][CH2:2][CH:3]([OH:19])[CH2:4][N:5]1[CH2:10][CH2:9][N:8]([C:11]([O:13][C:14]([CH3:17])([CH3:16])[CH3:15])=[O:12])[CH2:7][C:6]1=[O:18].CC(OI1(OC(C)=O)(OC(C)=O)OC(=O)C2C=CC=CC1=2)=O. The catalyst is C(#N)C.C(OCC)(=O)C. The product is [Cl:1][CH2:2][C:3](=[O:19])[CH2:4][N:5]1[CH2:10][CH2:9][N:8]([C:11]([O:13][C:14]([CH3:15])([CH3:17])[CH3:16])=[O:12])[CH2:7][C:6]1=[O:18]. The yield is 0.183.